Dataset: Forward reaction prediction with 1.9M reactions from USPTO patents (1976-2016). Task: Predict the product of the given reaction. (1) Given the reactants [F:1][C:2]1[CH:7]=[CH:6][C:5]([NH:8][C:9](=[O:17])[C:10]2[CH:15]=[CH:14][C:13](I)=[N:12][CH:11]=2)=[CH:4][CH:3]=1.Cl.[CH2:19]([NH:21][CH2:22][CH3:23])[CH3:20].C(=O)([O-])[O-].[K+].[K+].C(=O)(O)[O-].[Na+], predict the reaction product. The product is: [CH2:19]([N:21]([CH2:22][CH3:23])[C:13]1[CH:14]=[CH:15][C:10]([C:9]([NH:8][C:5]2[CH:6]=[CH:7][C:2]([F:1])=[CH:3][CH:4]=2)=[O:17])=[CH:11][N:12]=1)[CH3:20]. (2) Given the reactants Cl.[O:2]1[CH2:6][CH2:5][CH:4]([CH2:7][NH2:8])[CH2:3]1.C(N(CC)CC)C.[C:16]1([C:22]2[O:37][C:25]([CH2:26][O:27][CH2:28][C:29]3[O:33][N:32]=[C:31]([C:34](O)=[O:35])[CH:30]=3)=[CH:24][CH:23]=2)[CH:21]=[CH:20][CH:19]=[CH:18][CH:17]=1.ON1C2C=CC=CC=2N=N1.Cl.C(N=C=NCCCN(C)C)C.Cl, predict the reaction product. The product is: [O:2]1[CH2:6][CH2:5][CH:4]([CH2:7][NH:8][C:34]([C:31]2[CH:30]=[C:29]([CH2:28][O:27][CH2:26][C:25]3[O:37][C:22]([C:16]4[CH:21]=[CH:20][CH:19]=[CH:18][CH:17]=4)=[CH:23][CH:24]=3)[O:33][N:32]=2)=[O:35])[CH2:3]1. (3) Given the reactants [OH-].[Na+].[O:3]=[C:4]([NH:10][C:11]1[CH:16]=[CH:15][CH:14]=[C:13]([C:17]([F:20])([F:19])[F:18])[CH:12]=1)[C:5]([O:7]CC)=[O:6], predict the reaction product. The product is: [O:3]=[C:4]([NH:10][C:11]1[CH:16]=[CH:15][CH:14]=[C:13]([C:17]([F:18])([F:19])[F:20])[CH:12]=1)[C:5]([OH:7])=[O:6]. (4) Given the reactants [CH3:1][C:2]1[N:7]([C:8]2[CH:13]=[CH:12][CH:11]=[C:10]([C:14]([F:17])([F:16])[F:15])[CH:9]=2)[C:6](=[O:18])[C:5]([C:19]([OH:21])=O)=[CH:4][C:3]=1[C:22]1[N:26]([CH3:27])[N:25]=[CH:24][CH:23]=1.Cl.[CH3:29][S:30]([C:33]1[CH:34]=[CH:35][C:36]([CH2:39][NH2:40])=[N:37][CH:38]=1)(=[O:32])=[O:31].O, predict the reaction product. The product is: [CH3:1][C:2]1[N:7]([C:8]2[CH:13]=[CH:12][CH:11]=[C:10]([C:14]([F:16])([F:15])[F:17])[CH:9]=2)[C:6](=[O:18])[C:5]([C:19]([NH:40][CH2:39][C:36]2[CH:35]=[CH:34][C:33]([S:30]([CH3:29])(=[O:32])=[O:31])=[CH:38][N:37]=2)=[O:21])=[CH:4][C:3]=1[C:22]1[N:26]([CH3:27])[N:25]=[CH:24][CH:23]=1.